This data is from Forward reaction prediction with 1.9M reactions from USPTO patents (1976-2016). The task is: Predict the product of the given reaction. (1) Given the reactants F[P-](F)(F)(F)(F)F.C[N+:9](C)=C(N(C)C)ON1C2N=CC=CC=2N=N1.[C:25]([O:29][C:30]([NH:32][C@@H:33]([CH2:37][C:38]1[CH:43]=[CH:42][C:41]([O:44][CH:45]([CH3:47])[CH3:46])=[CH:40][CH:39]=1)[C:34](O)=[O:35])=[O:31])([CH3:28])([CH3:27])[CH3:26].C(N(CC)C(C)C)(C)C.N.O1CCOCC1, predict the reaction product. The product is: [NH2:9][C:34](=[O:35])[C@@H:33]([NH:32][C:30](=[O:31])[O:29][C:25]([CH3:28])([CH3:27])[CH3:26])[CH2:37][C:38]1[CH:43]=[CH:42][C:41]([O:44][CH:45]([CH3:47])[CH3:46])=[CH:40][CH:39]=1. (2) The product is: [F:20][C:21]1[CH:26]=[C:25]([C:2]2[C:11]3[O:10][C@@H:9]([CH3:12])[CH2:8][N:7]([C:13]([O:15][C:16]([CH3:19])([CH3:18])[CH3:17])=[O:14])[CH2:6][C:5]=3[S:4][CH:3]=2)[CH:24]=[CH:23][CH:22]=1. Given the reactants Br[C:2]1[C:11]2[O:10][C@@H:9]([CH3:12])[CH2:8][N:7]([C:13]([O:15][C:16]([CH3:19])([CH3:18])[CH3:17])=[O:14])[CH2:6][C:5]=2[S:4][CH:3]=1.[F:20][C:21]1[CH:22]=[C:23](B(O)O)[CH:24]=[CH:25][CH:26]=1.C(=O)([O-])[O-].[K+].[K+].O, predict the reaction product.